Predict the reaction yield, written as a fraction of the theoretical maximum amount of product (1.0 means a 100% yield; for example, 0.34 means a 34% yield). From a dataset of Reaction yield outcomes from USPTO patents with 853,638 reactions. (1) The reactants are [F:1][C:2]1[CH:3]=[C:4]([NH:9][C:10]2[CH:15]=[CH:14][CH:13]=[CH:12][CH:11]=2)[C:5]([NH2:8])=[CH:6][CH:7]=1.[C:16]([O:20][C:21](CN[C@@H](C)C(O)=O)=[O:22])([CH3:19])([CH3:18])[CH3:17].[CH:30]1C=NC2N(O)N=NC=2C=1.[CH3:40][N:41]1CC[O:44][CH2:43][CH2:42]1.Cl.CN(C)CCCN=C=NCC. The catalyst is C(Cl)Cl. The product is [C:16]([O:20][C:21](=[O:22])[N:41]([C@H:42]([C:43](=[O:44])[NH:8][C:5]1[CH:6]=[CH:7][C:2]([F:1])=[CH:3][C:4]=1[NH:9][C:10]1[CH:15]=[CH:14][CH:13]=[CH:12][CH:11]=1)[CH3:30])[CH3:40])([CH3:17])([CH3:18])[CH3:19]. The yield is 0.920. (2) The reactants are Cl[C:2]1[C:7]([NH2:8])=[CH:6][CH:5]=[CH:4][N:3]=1.[S-:9][C:10]#[N:11].[NH4+].Cl. The catalyst is C(O)C. The product is [N:8]1[C:7]2[C:2](=[N:3][CH:4]=[CH:5][CH:6]=2)[S:9][C:10]=1[NH2:11]. The yield is 0.430.